Dataset: Peptide-MHC class I binding affinity with 185,985 pairs from IEDB/IMGT. Task: Regression. Given a peptide amino acid sequence and an MHC pseudo amino acid sequence, predict their binding affinity value. This is MHC class I binding data. (1) The peptide sequence is SEYRHYNYSL. The MHC is Mamu-A11 with pseudo-sequence Mamu-A11. The binding affinity (normalized) is 0.818. (2) The peptide sequence is IADIRDKYM. The MHC is HLA-A02:02 with pseudo-sequence HLA-A02:02. The binding affinity (normalized) is 0.616. (3) The peptide sequence is TTSDFFVNY. The MHC is HLA-B51:01 with pseudo-sequence HLA-B51:01. The binding affinity (normalized) is 0.0847. (4) The peptide sequence is MQWLTQYYI. The MHC is HLA-A24:02 with pseudo-sequence HLA-A24:02. The binding affinity (normalized) is 0.464. (5) The peptide sequence is EPSGNNYHIL. The MHC is HLA-B51:01 with pseudo-sequence HLA-B51:01. The binding affinity (normalized) is 0. (6) The MHC is Mamu-A02 with pseudo-sequence Mamu-A02. The peptide sequence is LLRARGETY. The binding affinity (normalized) is 0.613.